This data is from Full USPTO retrosynthesis dataset with 1.9M reactions from patents (1976-2016). The task is: Predict the reactants needed to synthesize the given product. (1) Given the product [N+:1]([C:4]1[CH:5]=[CH:6][C:7]([N:10]2[C:15](=[O:17])[CH2:14][NH:13][C:11]2=[O:12])=[CH:8][CH:9]=1)([O-:3])=[O:2], predict the reactants needed to synthesize it. The reactants are: [N+:1]([C:4]1[CH:9]=[CH:8][C:7]([NH:10][C:11]([NH:13][CH2:14][C:15]([OH:17])=O)=[O:12])=[CH:6][CH:5]=1)([O-:3])=[O:2].Cl. (2) Given the product [CH3:12][NH:11][C:9]([NH:8][C:5]1[CH:6]=[CH:7][C:2]([B:13]2[O:17][C:16]([CH3:19])([CH3:18])[C:15]([CH3:21])([CH3:20])[O:14]2)=[CH:3][CH:4]=1)=[O:10], predict the reactants needed to synthesize it. The reactants are: Br[C:2]1[CH:7]=[CH:6][C:5]([NH:8][C:9]([NH:11][CH3:12])=[O:10])=[CH:4][CH:3]=1.[B:13]1([B:13]2[O:17][C:16]([CH3:19])([CH3:18])[C:15]([CH3:21])([CH3:20])[O:14]2)[O:17][C:16]([CH3:19])([CH3:18])[C:15]([CH3:21])([CH3:20])[O:14]1.CC([O-])=O.[K+].C(Cl)Cl.